The task is: Predict the product of the given reaction.. This data is from Forward reaction prediction with 1.9M reactions from USPTO patents (1976-2016). (1) Given the reactants [OH:1][CH2:2][CH2:3][CH2:4][CH2:5][CH2:6][O:7][C:8]1[CH:17]=[CH:16][C:11]([C:12]([O:14][CH3:15])=[O:13])=[CH:10][CH:9]=1.C(N(CC)CC)C.[CH3:25][S:26](Cl)(=[O:28])=[O:27], predict the reaction product. The product is: [CH3:25][S:26]([O:1][CH2:2][CH2:3][CH2:4][CH2:5][CH2:6][O:7][C:8]1[CH:9]=[CH:10][C:11]([C:12]([O:14][CH3:15])=[O:13])=[CH:16][CH:17]=1)(=[O:28])=[O:27]. (2) Given the reactants [CH:1]([C:4]1[N:5]=[C:6]([C:9]2[CH:18]=[C:17]([O:19][CH:20]3[CH2:37][CH:36]4[N:22]([C:23](=[O:42])[CH2:24][CH2:25][CH2:26][CH2:27][CH2:28][CH:29]=[CH:30][CH:31]5[C:33]([C:39](O)=[O:40])([NH:34][C:35]4=[O:38])[CH2:32]5)[CH2:21]3)[C:16]3[C:11](=[C:12]([CH3:45])[C:13]([O:43][CH3:44])=[CH:14][CH:15]=3)[N:10]=2)[S:7][CH:8]=1)([CH3:3])[CH3:2].[CH3:46][C:47]1([S:50]([NH2:53])(=[O:52])=[O:51])[CH2:49][CH2:48]1.C(C1N=C(C2C=C(OC3CC4N(C(=O)CCCCCCC=CC5C(C(NS(C6CC6)(=O)=O)=O)(NC4=O)C5)C3)C3C(=CC(OC)=CC=3)N=2)SC=1)(C)C, predict the reaction product. The product is: [CH:1]([C:4]1[N:5]=[C:6]([C:9]2[CH:18]=[C:17]([O:19][CH:20]3[CH2:37][CH:36]4[N:22]([C:23](=[O:42])[CH2:24][CH2:25][CH2:26][CH2:27][CH2:28][CH:29]=[CH:30][CH:31]5[C:33]([C:39]([NH:53][S:50]([C:47]6([CH3:46])[CH2:49][CH2:48]6)(=[O:52])=[O:51])=[O:40])([NH:34][C:35]4=[O:38])[CH2:32]5)[CH2:21]3)[C:16]3[C:11](=[C:12]([CH3:45])[C:13]([O:43][CH3:44])=[CH:14][CH:15]=3)[N:10]=2)[S:7][CH:8]=1)([CH3:3])[CH3:2]. (3) Given the reactants [N:1]1[C:10]2[C:5](=[CH:6][CH:7]=[CH:8][CH:9]=2)[N:4]=[CH:3][C:2]=1[N:11]1[CH2:22][CH2:21][C:14]2([C:19](=[O:20])[NH:18][CH2:17][CH2:16][CH2:15]2)[CH2:13][CH2:12]1.[H-].[Na+].Br[CH2:26][C:27]1[CH:32]=[CH:31][CH:30]=[CH:29][C:28]=1[C:33]1[O:37][N:36]=[C:35]([CH3:38])[N:34]=1.O, predict the reaction product. The product is: [CH3:38][C:35]1[N:34]=[C:33]([C:28]2[CH:29]=[CH:30][CH:31]=[CH:32][C:27]=2[CH2:26][N:18]2[CH2:17][CH2:16][CH2:15][C:14]3([CH2:21][CH2:22][N:11]([C:2]4[CH:3]=[N:4][C:5]5[C:10](=[CH:9][CH:8]=[CH:7][CH:6]=5)[N:1]=4)[CH2:12][CH2:13]3)[C:19]2=[O:20])[O:37][N:36]=1. (4) Given the reactants Br[C:2]1[CH:7]=[CH:6][C:5]([N:8]2[CH:12]([C:13]3[CH:18]=[CH:17][CH:16]=[CH:15][CH:14]=3)[CH2:11][C:10]([CH3:19])=[N:9]2)=[CH:4][CH:3]=1.[B:20]1([B:20]2[O:24][C:23]([CH3:26])([CH3:25])[C:22]([CH3:28])([CH3:27])[O:21]2)[O:24][C:23]([CH3:26])([CH3:25])[C:22]([CH3:28])([CH3:27])[O:21]1.ClCCl.C([O-])(=O)C.[K+], predict the reaction product. The product is: [CH3:19][C:10]1[CH2:11][CH:12]([C:13]2[CH:18]=[CH:17][CH:16]=[CH:15][CH:14]=2)[N:8]([C:5]2[CH:6]=[CH:7][C:2]([B:20]3[O:24][C:23]([CH3:26])([CH3:25])[C:22]([CH3:28])([CH3:27])[O:21]3)=[CH:3][CH:4]=2)[N:9]=1. (5) Given the reactants [OH-].[Na+].C([O:5][C:6]([C:8]1[N:9]([CH2:18][C:19]2[CH:24]=[C:23]([C:25]([CH3:28])([CH3:27])[CH3:26])[CH:22]=[CH:21][C:20]=2[O:29][CH3:30])[C:10]2[C:15]([CH:16]=1)=[CH:14][C:13]([Cl:17])=[CH:12][CH:11]=2)=[O:7])C, predict the reaction product. The product is: [C:25]([C:23]1[CH:22]=[CH:21][C:20]([O:29][CH3:30])=[C:19]([CH:24]=1)[CH2:18][N:9]1[C:10]2[C:15](=[CH:14][C:13]([Cl:17])=[CH:12][CH:11]=2)[CH:16]=[C:8]1[C:6]([OH:7])=[O:5])([CH3:28])([CH3:26])[CH3:27]. (6) Given the reactants [Br:1][C:2]1[CH:7]=[CH:6][C:5]([C@H:8]2[CH2:10][C@@H:9]2[CH:11]=[CH2:12])=[CH:4][CH:3]=1.CCCCCC.C(OCC)(=[O:21])C, predict the reaction product. The product is: [Br:1][C:2]1[CH:7]=[CH:6][C:5]([C@H:8]2[CH2:10][C@@H:9]2[CH2:11][CH2:12][OH:21])=[CH:4][CH:3]=1. (7) Given the reactants [C:1]([CH2:3][C@H:4]([NH:11][C:12]([C:14]1[C:23]2[C:18](=[CH:19][CH:20]=[CH:21][CH:22]=2)[N:17]=[C:16]([C:24]2[CH:29]=[CH:28][CH:27]=[CH:26][CH:25]=2)[C:15]=1O)=[O:13])[C:5]1[CH:10]=[CH:9][CH:8]=[CH:7][CH:6]=1)#[N:2].N[C@H:32](C1C=CC=CC=1)CC#N.CC1C(C2C=CC=CC=2)=NC2C(C=1C(O)=O)=CC=CC=2, predict the reaction product. The product is: [C:1]([CH2:3][C@H:4]([NH:11][C:12]([C:14]1[C:23]2[C:18](=[CH:19][CH:20]=[CH:21][CH:22]=2)[N:17]=[C:16]([C:24]2[CH:29]=[CH:28][CH:27]=[CH:26][CH:25]=2)[C:15]=1[CH3:32])=[O:13])[C:5]1[CH:10]=[CH:9][CH:8]=[CH:7][CH:6]=1)#[N:2]. (8) Given the reactants [N:1]([C@@H:4]1[CH2:9][CH2:8][CH2:7][C@H:6]([F:10])[C@@H:5]1[N:11]=[N+]=[N-])=[N+]=[N-], predict the reaction product. The product is: [F:10][C@H:6]1[CH2:7][CH2:8][CH2:9][C@@H:4]([NH2:1])[C@H:5]1[NH2:11]. (9) Given the reactants Cl[CH2:2][CH2:3][CH2:4][O:5][C:6]1[CH:15]=[C:14]2[C:9]([C:10]([NH:16][C:17]3[CH:21]=[C:20]([CH2:22][C:23]([OH:25])=[O:24])[NH:19][N:18]=3)=[N:11][CH:12]=[N:13]2)=[CH:8][C:7]=1[O:26][CH3:27].[OH:28][CH2:29][CH:30]1[CH2:35][CH2:34][NH:33][CH2:32][CH2:31]1.Cl, predict the reaction product. The product is: [OH:28][CH2:29][CH:30]1[CH2:35][CH2:34][N:33]([CH2:2][CH2:3][CH2:4][O:5][C:6]2[CH:15]=[C:14]3[C:9]([C:10]([NH:16][C:17]4[CH:21]=[C:20]([CH2:22][C:23]([OH:25])=[O:24])[NH:19][N:18]=4)=[N:11][CH:12]=[N:13]3)=[CH:8][C:7]=2[O:26][CH3:27])[CH2:32][CH2:31]1. (10) Given the reactants C(OC([N:8]1[C:16]2[C:11](=[CH:12][C:13]([CH2:17][CH2:18][CH2:19][CH2:20][CH2:21][N:22]([CH2:24][CH:25]=[CH2:26])[CH3:23])=[CH:14][CH:15]=2)[CH2:10][CH2:9]1)=O)(C)(C)C.C(O)(C(F)(F)F)=O, predict the reaction product. The product is: [CH2:24]([N:22]([CH2:21][CH2:20][CH2:19][CH2:18][CH2:17][C:13]1[CH:12]=[C:11]2[C:16](=[CH:15][CH:14]=1)[NH:8][CH2:9][CH2:10]2)[CH3:23])[CH:25]=[CH2:26].